From a dataset of Reaction yield outcomes from USPTO patents with 853,638 reactions. Predict the reaction yield, written as a fraction of the theoretical maximum amount of product (1.0 means a 100% yield; for example, 0.34 means a 34% yield). (1) The reactants are [NH:1]1[C:5]2=[N:6][CH:7]=[CH:8][CH:9]=[C:4]2[CH:3]=[CH:2]1.C(O)(C(F)(F)F)=O.O[CH2:18][N:19]1[CH2:23][CH:22]([CH2:24][CH2:25][CH3:26])[CH2:21][C:20]1=[O:27]. No catalyst specified. The product is [CH2:24]([CH:22]1[CH2:23][N:19]([CH2:18][C:3]2[C:4]3[C:5](=[N:6][CH:7]=[CH:8][CH:9]=3)[NH:1][CH:2]=2)[C:20](=[O:27])[CH2:21]1)[CH2:25][CH3:26]. The yield is 0.130. (2) The reactants are [OH:1][C@H:2]1[CH2:6][NH:5][C@H:4]([C:7]([OH:9])=[O:8])[CH2:3]1.S(Cl)(Cl)=O.[CH3:14]O. No catalyst specified. The product is [OH:1][C@H:2]1[CH2:6][NH:5][C@H:4]([C:7]([O:9][CH3:14])=[O:8])[CH2:3]1. The yield is 0.870.